From a dataset of Forward reaction prediction with 1.9M reactions from USPTO patents (1976-2016). Predict the product of the given reaction. (1) The product is: [Br:1][CH2:11][C:10]([C:7]1[CH:8]=[CH:9][C:4]([Cl:3])=[CH:5][CH:6]=1)=[O:12]. Given the reactants [Br:1]Br.[Cl:3][C:4]1[CH:9]=[CH:8][C:7]([C:10](=[O:12])[CH3:11])=[CH:6][CH:5]=1, predict the reaction product. (2) The product is: [CH3:18][C:10]1[C:9]([O:8][C:6]2[CH:5]=[CH:4][N:3]=[C:2]([NH:24][C:22]([CH:19]3[CH2:21][CH2:20]3)=[O:23])[CH:7]=2)=[CH:14][CH:13]=[C:12]([N+:15]([O-:17])=[O:16])[N:11]=1. Given the reactants Cl[C:2]1[CH:7]=[C:6]([O:8][C:9]2[C:10]([CH3:18])=[N:11][C:12]([N+:15]([O-:17])=[O:16])=[CH:13][CH:14]=2)[CH:5]=[CH:4][N:3]=1.[CH:19]1([C:22]([NH2:24])=[O:23])[CH2:21][CH2:20]1.C([O-])([O-])=O.[Cs+].[Cs+], predict the reaction product.